This data is from Peptide-MHC class II binding affinity with 134,281 pairs from IEDB. The task is: Regression. Given a peptide amino acid sequence and an MHC pseudo amino acid sequence, predict their binding affinity value. This is MHC class II binding data. (1) The peptide sequence is YEGLSYRSLQPEEFA. The MHC is HLA-DQA10501-DQB10301 with pseudo-sequence HLA-DQA10501-DQB10301. The binding affinity (normalized) is 0.370. (2) The peptide sequence is FESYKMDSRIARALR. The MHC is DRB5_0101 with pseudo-sequence DRB5_0101. The binding affinity (normalized) is 0.504. (3) The peptide sequence is SNKFHIRLIKGELSN. The MHC is DRB5_0101 with pseudo-sequence DRB5_0101. The binding affinity (normalized) is 0.651. (4) The peptide sequence is KTMVKKWRDVPYLTK. The MHC is DRB3_0101 with pseudo-sequence DRB3_0101. The binding affinity (normalized) is 0.244. (5) The peptide sequence is DKGIPFMKMNISVIMHHHHHH. The MHC is DRB1_1301 with pseudo-sequence DRB1_1301. The binding affinity (normalized) is 0.703.